From a dataset of Peptide-MHC class II binding affinity with 134,281 pairs from IEDB. Regression. Given a peptide amino acid sequence and an MHC pseudo amino acid sequence, predict their binding affinity value. This is MHC class II binding data. (1) The binding affinity (normalized) is 0.0564. The peptide sequence is DKKCIEWEKAQHGAC. The MHC is HLA-DQA10501-DQB10301 with pseudo-sequence HLA-DQA10501-DQB10301. (2) The peptide sequence is EAGKATTEEQKLIED. The MHC is HLA-DQA10501-DQB10201 with pseudo-sequence HLA-DQA10501-DQB10201. The binding affinity (normalized) is 0.200. (3) The peptide sequence is MFFVKNPTDTGHGTV. The MHC is HLA-DQA10501-DQB10402 with pseudo-sequence HLA-DQA10501-DQB10402. The binding affinity (normalized) is 0.294. (4) The peptide sequence is LLKDLESAQPGLLSY. The MHC is DRB1_0101 with pseudo-sequence DRB1_0101. The binding affinity (normalized) is 0.752. (5) The peptide sequence is VFGNCEGVKIIGISI. The MHC is HLA-DQA10401-DQB10402 with pseudo-sequence HLA-DQA10401-DQB10402. The binding affinity (normalized) is 0.0729. (6) The peptide sequence is GELQIVDKLDAAFKI. The MHC is DRB5_0101 with pseudo-sequence DRB5_0101. The binding affinity (normalized) is 0.800. (7) The peptide sequence is IQLVFSSMINPLVIT. The MHC is DRB1_1501 with pseudo-sequence DRB1_1501. The binding affinity (normalized) is 0.825. (8) The peptide sequence is TMTPSGLVIPENAKE. The MHC is DRB5_0101 with pseudo-sequence DRB5_0101. The binding affinity (normalized) is 0.149. (9) The peptide sequence is FDPYGKTISATPESA. The MHC is HLA-DQA10501-DQB10301 with pseudo-sequence HLA-DQA10501-DQB10301. The binding affinity (normalized) is 0.638. (10) The peptide sequence is KEFIRCLALPFRGYL. The MHC is DRB1_0801 with pseudo-sequence DRB1_0801. The binding affinity (normalized) is 0.657.